Dataset: Full USPTO retrosynthesis dataset with 1.9M reactions from patents (1976-2016). Task: Predict the reactants needed to synthesize the given product. Given the product [CH3:22][N:8]1[C:6]2=[N:7][C:2]([N:34]3[CH:35]=[CH:36][C:31]([C:28]4[CH:29]=[N:30][C:25]([C:24]([F:23])([F:38])[F:39])=[CH:26][CH:27]=4)=[CH:32][C:33]3=[O:37])=[CH:3][CH:4]=[C:5]2[C:10]2[CH2:11][N:12]([C:15]([O:17][C:18]([CH3:21])([CH3:20])[CH3:19])=[O:16])[CH2:13][CH2:14][C:9]1=2, predict the reactants needed to synthesize it. The reactants are: Br[C:2]1[N:7]=[C:6]2[N:8]([CH3:22])[C:9]3[CH2:14][CH2:13][N:12]([C:15]([O:17][C:18]([CH3:21])([CH3:20])[CH3:19])=[O:16])[CH2:11][C:10]=3[C:5]2=[CH:4][CH:3]=1.[F:23][C:24]([F:39])([F:38])[C:25]1[N:30]=[CH:29][C:28]([C:31]2[CH:36]=[CH:35][NH:34][C:33](=[O:37])[CH:32]=2)=[CH:27][CH:26]=1.C([O-])([O-])=O.[Cs+].[Cs+].OC1C=CC=C2C=1N=CC=C2.